This data is from Reaction yield outcomes from USPTO patents with 853,638 reactions. The task is: Predict the reaction yield, written as a fraction of the theoretical maximum amount of product (1.0 means a 100% yield; for example, 0.34 means a 34% yield). (1) The reactants are CN([CH:4]=[O:5])C.[Br:6][C:7]1[C:8]([Cl:16])=[C:9]([CH:13]=[CH:14][CH:15]=1)[C:10](O)=[O:11].CI.C(=O)([O-])[O-].[K+].[K+]. The catalyst is C(OCC)(=O)C.O. The product is [Br:6][C:7]1[C:8]([Cl:16])=[C:9]([CH:13]=[CH:14][CH:15]=1)[C:10]([O:5][CH3:4])=[O:11]. The yield is 0.790. (2) The reactants are Cl.[C:2](=[O:14])([O:12][CH3:13])[O:3][C:4]1[CH:9]=[CH:8][C:7]([F:10])=[C:6]([NH2:11])[CH:5]=1.[CH3:15][N:16]1[C:20]([C:21](Cl)=[O:22])=[CH:19][C:18]([CH3:24])=[N:17]1. The catalyst is CN(C)C(=O)C. The product is [C:2](=[O:14])([O:12][CH3:13])[O:3][C:4]1[CH:9]=[CH:8][C:7]([F:10])=[C:6]([NH:11][C:21]([C:20]2[N:16]([CH3:15])[N:17]=[C:18]([CH3:24])[CH:19]=2)=[O:22])[CH:5]=1. The yield is 0.870. (3) The reactants are [CH:1]1([CH2:4][N:5]2[C:9]3[CH:10]=[CH:11][C:12]([NH:14][C:15](=[O:17])[CH3:16])=[CH:13][C:8]=3[N:7]=[C:6]2[CH:18]([C:20]2[CH:25]=[CH:24][C:23]([O:26][CH2:27][CH3:28])=[CH:22][CH:21]=2)[CH3:19])[CH2:3][CH2:2]1.[H-].[Na+].I[CH3:32]. The catalyst is C1COCC1. The product is [CH:1]1([CH2:4][N:5]2[C:9]3[CH:10]=[CH:11][C:12]([N:14]([CH3:32])[C:15](=[O:17])[CH3:16])=[CH:13][C:8]=3[N:7]=[C:6]2[CH:18]([C:20]2[CH:25]=[CH:24][C:23]([O:26][CH2:27][CH3:28])=[CH:22][CH:21]=2)[CH3:19])[CH2:3][CH2:2]1. The yield is 1.00.